Dataset: Peptide-MHC class II binding affinity with 134,281 pairs from IEDB. Task: Regression. Given a peptide amino acid sequence and an MHC pseudo amino acid sequence, predict their binding affinity value. This is MHC class II binding data. (1) The peptide sequence is SQDLELSWNLNGLSAY. The MHC is HLA-DQA10301-DQB10302 with pseudo-sequence HLA-DQA10301-DQB10302. The binding affinity (normalized) is 0.481. (2) The peptide sequence is PEVKYTVFETALKKAITAMS. The MHC is HLA-DPA10301-DPB10402 with pseudo-sequence HLA-DPA10301-DPB10402. The binding affinity (normalized) is 0.526. (3) The peptide sequence is AGFFLLTRILTIPQS. The MHC is DRB5_0101 with pseudo-sequence DRB5_0101. The binding affinity (normalized) is 0.352. (4) The MHC is DRB1_1301 with pseudo-sequence DRB1_1301. The peptide sequence is SHLNAMSKVRKDISE. The binding affinity (normalized) is 0.820.